The task is: Predict the reaction yield, written as a fraction of the theoretical maximum amount of product (1.0 means a 100% yield; for example, 0.34 means a 34% yield).. This data is from Reaction yield outcomes from USPTO patents with 853,638 reactions. (1) The reactants are [CH3:1][Mg]Br.[Br:4][C:5]1[CH:6]=[C:7]([CH:10]=[C:11]([C:13]([F:16])([F:15])[F:14])[CH:12]=1)[CH:8]=[O:9]. The catalyst is C1COCC1. The product is [Br:4][C:5]1[CH:6]=[C:7]([CH:8]([OH:9])[CH3:1])[CH:10]=[C:11]([C:13]([F:14])([F:15])[F:16])[CH:12]=1. The yield is 0.910. (2) The reactants are [NH2:1][C:2]1[C:11]2[C:6](=[CH:7][CH:8]=[CH:9][C:10]=2[O:12][CH:13]2[CH2:18][CH2:17][CH2:16][CH2:15][CH2:14]2)[N:5]=[C:4]([CH3:19])[C:3]=1[C:20]([O:22]CC)=[O:21].[OH-].[Na+].Cl. The catalyst is CCO.O. The product is [NH2:1][C:2]1[C:11]2[C:6](=[CH:7][CH:8]=[CH:9][C:10]=2[O:12][CH:13]2[CH2:18][CH2:17][CH2:16][CH2:15][CH2:14]2)[N:5]=[C:4]([CH3:19])[C:3]=1[C:20]([OH:22])=[O:21]. The yield is 0.990. (3) The yield is 0.853. The product is [Br:10][C:3]1[C:2]([NH:1][C:22](=[O:23])[CH2:21][Br:20])=[C:7]([Br:8])[CH:6]=[C:5]([CH3:9])[N:4]=1. The catalyst is C(Cl)Cl. The reactants are [NH2:1][C:2]1[C:3]([Br:10])=[N:4][C:5]([CH3:9])=[CH:6][C:7]=1[Br:8].CN(C)C1C=CC=CC=1.[Br:20][CH2:21][C:22](Br)=[O:23]. (4) The reactants are CCN(C(C)C)C(C)C.OC(C(F)(F)F)=O.[NH2:17][CH2:18][C:19]([N:21]1[CH2:26][CH2:25][N:24]([C:27](=[O:38])[C:28]2[CH:33]=[CH:32][CH:31]=[CH:30][C:29]=2[C:34]([F:37])([F:36])[F:35])[CH2:23][CH2:22]1)=[O:20].C1C=CC2N(O)N=NC=2C=1.CCN=C=NCCCN(C)C.Cl.[N+:61]([C:64]1[CH:72]=[CH:71][C:67]([C:68](O)=[O:69])=[CH:66][CH:65]=1)([O-:63])=[O:62]. The catalyst is CN(C=O)C.O. The product is [N+:61]([C:64]1[CH:65]=[CH:66][C:67]([C:68]([NH:17][CH2:18][C:19](=[O:20])[N:21]2[CH2:22][CH2:23][N:24]([C:27](=[O:38])[C:28]3[CH:33]=[CH:32][CH:31]=[CH:30][C:29]=3[C:34]([F:37])([F:35])[F:36])[CH2:25][CH2:26]2)=[O:69])=[CH:71][CH:72]=1)([O-:63])=[O:62]. The yield is 0.740. (5) The reactants are [NH2:1][C:2]1[CH:3]=[N:4][C:5]2[C:10]([CH:11]=1)=[CH:9][CH:8]=[CH:7][CH:6]=2.N1C=CC=CC=1.[C:18](Cl)(=O)[O:19]C1C=CC([N+]([O-])=O)=CC=1.[Cl:31][C:32]1[CH:38]=[C:37]([O:39][C:40]2[C:41]3[N:48]([CH3:49])[CH:47]=[CH:46][C:42]=3[N:43]=[CH:44][N:45]=2)[CH:36]=[CH:35][C:33]=1[NH2:34]. The catalyst is CN(C)C(=O)C.O. The product is [Cl:31][C:32]1[CH:38]=[C:37]([O:39][C:40]2[C:41]3[N:48]([CH3:49])[CH:47]=[CH:46][C:42]=3[N:43]=[CH:44][N:45]=2)[CH:36]=[CH:35][C:33]=1[NH:34][C:18]([NH:1][C:2]1[CH:3]=[N:4][C:5]2[C:10]([CH:11]=1)=[CH:9][CH:8]=[CH:7][CH:6]=2)=[O:19]. The yield is 0.0700. (6) The product is [F:1][C:2]1[C:7]([F:8])=[CH:6][CH:5]=[CH:4][C:3]=1[OH:12]. The yield is 0.930. The catalyst is ClCCl. The reactants are [F:1][C:2]1[C:7]([F:8])=[CH:6][CH:5]=[CH:4][C:3]=1B(O)O.[OH:12]O. (7) The reactants are [CH2:1]([O:8][CH2:9][CH2:10][O:11][C:12]1[CH:18]=[CH:17][C:15]([NH2:16])=[CH:14][C:13]=1[C:19]([F:22])([F:21])[F:20])[C:2]1[CH:7]=[CH:6][CH:5]=[CH:4][CH:3]=1.CCN(CC)CC.[Br:30][C:31]1[CH:36]=[C:35]([F:37])[C:34]([CH2:38][C:39](Cl)=[O:40])=[C:33]([F:42])[CH:32]=1. The catalyst is C(Cl)Cl. The product is [CH2:1]([O:8][CH2:9][CH2:10][O:11][C:12]1[CH:18]=[CH:17][C:15]([NH:16][C:39](=[O:40])[CH2:38][C:34]2[C:33]([F:42])=[CH:32][C:31]([Br:30])=[CH:36][C:35]=2[F:37])=[CH:14][C:13]=1[C:19]([F:20])([F:21])[F:22])[C:2]1[CH:3]=[CH:4][CH:5]=[CH:6][CH:7]=1. The yield is 0.176. (8) The reactants are [CH2:1]([NH:3][C:4]([NH:6][C:7]1[CH:12]=[CH:11][C:10]([C:13]2[N:14]=[C:15]([N:23]3[CH2:28][CH2:27][O:26][CH2:25][C@@H:24]3[CH3:29])[C:16]3[CH2:22][CH2:21][NH:20][CH2:19][C:17]=3[N:18]=2)=[CH:9][CH:8]=1)=[O:5])[CH3:2].[CH3:30][S:31]([CH:34]=[CH2:35])(=[O:33])=[O:32].CCN(C(C)C)C(C)C. The catalyst is C1COCC1.CN(C=O)C. The product is [CH2:1]([NH:3][C:4]([NH:6][C:7]1[CH:8]=[CH:9][C:10]([C:13]2[N:14]=[C:15]([N:23]3[CH2:28][CH2:27][O:26][CH2:25][C@@H:24]3[CH3:29])[C:16]3[CH2:22][CH2:21][N:20]([CH2:35][CH2:34][S:31]([CH3:30])(=[O:33])=[O:32])[CH2:19][C:17]=3[N:18]=2)=[CH:11][CH:12]=1)=[O:5])[CH3:2]. The yield is 0.270. (9) The reactants are [H-].[H-].[H-].[H-].[Li+].[Al+3].II.N#N.[Cl:11][C:12]1[CH:13]=[C:14]([NH:20][S:21]([CH3:24])(=[O:23])=[O:22])[CH:15]=[CH:16][C:17]=1[C:18]#[N:19]. The catalyst is C1COCC1. The product is [NH2:19][CH2:18][C:17]1[CH:16]=[CH:15][C:14]([NH:20][S:21]([CH3:24])(=[O:23])=[O:22])=[CH:13][C:12]=1[Cl:11]. The yield is 0.890. (10) The reactants are [Cl:1][C:2]1[CH:3]=[C:4]([CH:8]([C:10]2[CH:14]=[C:13]([CH:15]3[O:19][CH2:18][CH2:17][O:16]3)[S:12][C:11]=2[CH3:20])[OH:9])[CH:5]=[CH:6][CH:7]=1.[H-].[Na+].[CH3:23][CH:24]([Si:26](Cl)([CH:30]([CH3:32])[CH3:31])[CH:27]([CH3:29])[CH3:28])[CH3:25].[NH4+].[Cl-]. The product is [Cl:1][C:2]1[CH:3]=[C:4]([CH:8]([C:10]2[CH:14]=[C:13]([CH:15]3[O:19][CH2:18][CH2:17][O:16]3)[S:12][C:11]=2[CH3:20])[O:9][Si:26]([CH:30]([CH3:32])[CH3:31])([CH:27]([CH3:29])[CH3:28])[CH:24]([CH3:25])[CH3:23])[CH:5]=[CH:6][CH:7]=1. The catalyst is C1COCC1. The yield is 1.00.